Dataset: Full USPTO retrosynthesis dataset with 1.9M reactions from patents (1976-2016). Task: Predict the reactants needed to synthesize the given product. (1) Given the product [C:14]([NH:13][C:11]1[S:12][C:8]2[C:7]3[N:27]([C:26]4[CH:25]=[CH:24][C:23]([CH2:29][C:30]([O:32][CH3:33])=[O:31])=[CH:22][C:21]=4[Cl:20])[N:28]=[C:4]([CH:1]4[CH2:3][CH2:2]4)[C:6]=3[CH2:18][CH2:17][C:9]=2[N:10]=1)(=[O:16])[CH3:15], predict the reactants needed to synthesize it. The reactants are: [CH:1]1([C:4]([CH:6]2[CH2:18][CH2:17][C:9]3[N:10]=[C:11]([NH:13][C:14](=[O:16])[CH3:15])[S:12][C:8]=3[C:7]2=O)=O)[CH2:3][CH2:2]1.[Cl:20][C:21]1[CH:22]=[C:23]([CH2:29][C:30]([O:32][CH3:33])=[O:31])[CH:24]=[CH:25][C:26]=1[NH:27][NH2:28]. (2) Given the product [Cl:1][C:2]1[N:3]=[C:4]([N:25]2[CH2:26][CH2:27][C@H:23]([OH:22])[CH2:24]2)[C:5]2[CH:10]=[CH:9][N:8]([S:11]([C:14]3[CH:20]=[CH:19][C:17]([CH3:18])=[CH:16][CH:15]=3)(=[O:13])=[O:12])[C:6]=2[N:7]=1, predict the reactants needed to synthesize it. The reactants are: [Cl:1][C:2]1[N:3]=[C:4](Cl)[C:5]2[CH:10]=[CH:9][N:8]([S:11]([C:14]3[CH:20]=[CH:19][C:17]([CH3:18])=[CH:16][CH:15]=3)(=[O:13])=[O:12])[C:6]=2[N:7]=1.[OH:22][C@H:23]1[CH2:27][CH2:26][NH:25][CH2:24]1.C(N(CC)CC)C.O. (3) The reactants are: [CH3:1][O:2][C:3](=[O:25])[CH2:4][CH2:5][CH2:6][O:7][C:8]1[CH:13]=[C:12]([C:14](=[O:22])[NH:15][CH:16]2[CH2:21][CH2:20][NH:19][CH2:18][CH2:17]2)[CH:11]=[C:10]([O:23][CH3:24])[CH:9]=1.[CH:26]([O:29][C:30]1[CH:31]=[C:32]([CH:35]=[C:36]([O:38][CH:39]([CH3:41])[CH3:40])[CH:37]=1)[CH:33]=O)([CH3:28])[CH3:27].C([BH3-])#N.[Na+].C(N(C(C)C)C(C)C)C. Given the product [CH3:1][O:2][C:3](=[O:25])[CH2:4][CH2:5][CH2:6][O:7][C:8]1[CH:9]=[C:10]([O:23][CH3:24])[CH:11]=[C:12]([C:14](=[O:22])[NH:15][CH:16]2[CH2:17][CH2:18][N:19]([CH2:33][C:32]3[CH:35]=[C:36]([O:38][CH:39]([CH3:41])[CH3:40])[CH:37]=[C:30]([O:29][CH:26]([CH3:28])[CH3:27])[CH:31]=3)[CH2:20][CH2:21]2)[CH:13]=1, predict the reactants needed to synthesize it.